From a dataset of CYP2C19 inhibition data for predicting drug metabolism from PubChem BioAssay. Regression/Classification. Given a drug SMILES string, predict its absorption, distribution, metabolism, or excretion properties. Task type varies by dataset: regression for continuous measurements (e.g., permeability, clearance, half-life) or binary classification for categorical outcomes (e.g., BBB penetration, CYP inhibition). Dataset: cyp2c19_veith. (1) The compound is COc1cc(C(=O)O)c([N+](=O)[O-])c(OC)c1OC. The result is 0 (non-inhibitor). (2) The molecule is CCCCOC(=O)c1cc2c(cn1)[nH]c1ccccc12. The result is 1 (inhibitor). (3) The compound is CN(C)c1ncc2nc(-c3ccc(F)cc3)c(=O)n(-c3ccccc3)c2n1. The result is 0 (non-inhibitor). (4) The compound is COc1ccc(/C=C(/C#N)C(=O)Nc2cc(C)ccc2C)cc1C(=O)O. The result is 0 (non-inhibitor). (5) The drug is CC#CCOC(=O)C1=CCCN(C)C1.Cc1ccc(S(=O)(=O)O)cc1. The result is 0 (non-inhibitor). (6) The molecule is Cl.Nc1cc(Cl)ccc1Oc1ccc(Cl)cc1. The result is 1 (inhibitor).